From a dataset of Reaction yield outcomes from USPTO patents with 853,638 reactions. Predict the reaction yield, written as a fraction of the theoretical maximum amount of product (1.0 means a 100% yield; for example, 0.34 means a 34% yield). (1) The reactants are [CH3:1][C:2]1[CH:3]=[C:4]([C:9]2[N:10]=[C:11]([NH2:20])[S:12][C:13]=2[C:14]2[CH:19]=[CH:18][N:17]=[CH:16][CH:15]=2)[CH:5]=[C:6]([CH3:8])[CH:7]=1.[C:21](Cl)(=[O:23])[CH3:22].C(=O)([O-])O.[Na+]. The catalyst is CN(C)C1C=CN=CC=1.CN(C)C(=O)C. The product is [CH3:1][C:2]1[CH:3]=[C:4]([C:9]2[N:10]=[C:11]([NH:20][C:21](=[O:23])[CH3:22])[S:12][C:13]=2[C:14]2[CH:19]=[CH:18][N:17]=[CH:16][CH:15]=2)[CH:5]=[C:6]([CH3:8])[CH:7]=1. The yield is 0.290. (2) The reactants are [F:1][C:2]1[CH:55]=[CH:54][CH:53]=[C:52]([C:56]([F:59])([F:58])[F:57])[C:3]=1[CH2:4][N:5]1[C:10]2[CH2:11][O:12][C:13]3([CH2:18][CH2:17][N:16]([CH2:19][C:20]4[O:21][C:22]([C:25]([F:28])([F:27])[F:26])=[CH:23][CH:24]=4)[CH2:15][CH2:14]3)[C:9]=2[C:8](=[O:29])[N:7]([CH2:30][CH:31]([NH:43]C(=O)OC(C)(C)C)[C:32]2[CH:37]=[CH:36][CH:35]=[C:34]([NH:38][C:39]([NH:41][CH3:42])=[O:40])[CH:33]=2)[C:6]1=[O:51].FC(F)(F)C(O)=O.C([O-])(O)=O.[Na+]. The catalyst is ClCCl. The product is [NH2:43][CH:31]([C:32]1[CH:33]=[C:34]([NH:38][C:39]([NH:41][CH3:42])=[O:40])[CH:35]=[CH:36][CH:37]=1)[CH2:30][N:7]1[C:8](=[O:29])[C:9]2[C:13]3([O:12][CH2:11][C:10]=2[N:5]([CH2:4][C:3]2[C:52]([C:56]([F:57])([F:58])[F:59])=[CH:53][CH:54]=[CH:55][C:2]=2[F:1])[C:6]1=[O:51])[CH2:14][CH2:15][N:16]([CH2:19][C:20]1[O:21][C:22]([C:25]([F:27])([F:26])[F:28])=[CH:23][CH:24]=1)[CH2:17][CH2:18]3. The yield is 0.470. (3) The reactants are [Cl:1][C:2]1[N:11]=[CH:10][C:9]2[NH:8][CH2:7][C@@H:6]3[CH2:12][O:13][CH2:14][CH2:15][N:5]3[C:4]=2[N:3]=1.CC(C)([O-])C.[Na+].Cl[CH2:23][C:24]1[O:25][C:26]([CH2:29][CH3:30])=[N:27][N:28]=1. The product is [Cl:1][C:2]1[N:11]=[CH:10][C:9]2[N:8]([CH2:23][C:24]3[O:25][C:26]([CH2:29][CH3:30])=[N:27][N:28]=3)[CH2:7][C@@H:6]3[CH2:12][O:13][CH2:14][CH2:15][N:5]3[C:4]=2[N:3]=1. The catalyst is CS(C)=O.CCOC(C)=O. The yield is 0.560. (4) The reactants are [Cl:1][C:2]1[CH:7]=[C:6](Cl)[N:5]=[C:4]2[N:9]([CH3:12])[N:10]=[CH:11][C:3]=12.[K].[F-].[Cs+].O1CCO[CH2:18][CH2:17]1. The catalyst is C1C=CC(P(C2C=CC=CC=2)[C-]2C=CC=C2)=CC=1.C1C=CC(P(C2C=CC=CC=2)[C-]2C=CC=C2)=CC=1.Cl[Pd]Cl.[Fe+2]. The product is [Cl:1][C:2]1[CH:7]=[C:6]([CH:17]=[CH2:18])[N:5]=[C:4]2[N:9]([CH3:12])[N:10]=[CH:11][C:3]=12. The yield is 0.650. (5) The reactants are C(OC(=O)[NH:7][CH2:8][CH2:9][NH:10][C:11](=[O:19])[C:12]1[CH:17]=[CH:16][CH:15]=[CH:14][C:13]=1[OH:18])(C)(C)C.Cl. The catalyst is C(Cl)Cl. The product is [NH2:7][CH2:8][CH2:9][NH:10][C:11](=[O:19])[C:12]1[CH:17]=[CH:16][CH:15]=[CH:14][C:13]=1[OH:18]. The yield is 0.980. (6) The reactants are COCCOC.C(=O)([O-])[O-].[K+].[K+].Cl[C:14]1[CH:19]=[C:18]([Cl:20])[CH:17]=[CH:16][N:15]=1.[N:21]1[CH:26]=[C:25](B(O)O)[CH:24]=[N:23][CH:22]=1. The catalyst is O.C1C=CC([P]([Pd]([P](C2C=CC=CC=2)(C2C=CC=CC=2)C2C=CC=CC=2)([P](C2C=CC=CC=2)(C2C=CC=CC=2)C2C=CC=CC=2)[P](C2C=CC=CC=2)(C2C=CC=CC=2)C2C=CC=CC=2)(C2C=CC=CC=2)C2C=CC=CC=2)=CC=1. The product is [Cl:20][C:18]1[CH:17]=[CH:16][N:15]=[C:14]([C:25]2[CH:26]=[N:21][CH:22]=[N:23][CH:24]=2)[CH:19]=1. The yield is 0.690.